This data is from Reaction yield outcomes from USPTO patents with 853,638 reactions. The task is: Predict the reaction yield, written as a fraction of the theoretical maximum amount of product (1.0 means a 100% yield; for example, 0.34 means a 34% yield). (1) The reactants are C[O:2][C:3]1[CH:8]=[C:7]([CH3:9])[C:6]([O:10]C)=[CH:5][C:4]=1[CH2:12][CH2:13][CH2:14][O:15][C:16](=[O:18])[CH3:17]. The catalyst is C(#N)C.O. The product is [CH3:9][C:7]1[C:6](=[O:10])[CH:5]=[C:4]([CH2:12][CH2:13][CH2:14][O:15][C:16](=[O:18])[CH3:17])[C:3](=[O:2])[CH:8]=1. The yield is 0.680. (2) The reactants are [N+:1]([C:4]1[CH:5]=[CH:6][C:7]2[O:12][C@:11]([CH3:18])([CH:13]([O:16][CH3:17])[O:14][CH3:15])[C@H:10]3[O:19][C@H:9]3[C:8]=2[CH:20]=1)([O-:3])=[O:2].[CH3:21][C:22]1[C:27]([CH3:28])=[CH:26][CH:25]=[CH:24][C:23]=1[NH:29][CH2:30][C:31]1[NH:32][CH:33]=[CH:34][N:35]=1. No catalyst specified. The product is [N+:1]([C:4]1[CH:5]=[CH:6][C:7]2[O:12][C@:11]([CH3:18])([CH:13]([O:16][CH3:17])[O:14][CH3:15])[C@@H:10]([OH:19])[C@H:9]([N:29]([C:23]3[CH:24]=[CH:25][CH:26]=[C:27]([CH3:28])[C:22]=3[CH3:21])[CH2:30][C:31]3[NH:35][CH:34]=[CH:33][N:32]=3)[C:8]=2[CH:20]=1)([O-:3])=[O:2]. The yield is 0.370. (3) The reactants are [OH:1][CH2:2][CH2:3][N:4]1[C:8](=[O:9])[C:7]2=[CH:10][CH:11]=[CH:12][CH:13]=[C:6]2[C:5]1=[O:14].O. The catalyst is C(Cl)Cl. The product is [O:1]=[CH:2][CH2:3][N:4]1[C:8](=[O:9])[C:7]2=[CH:10][CH:11]=[CH:12][CH:13]=[C:6]2[C:5]1=[O:14]. The yield is 0.740. (4) The reactants are [H-].[Al+3].[Li+].[H-].[H-].[H-].[CH2:7]1[CH2:11]O[CH2:9][CH2:8]1.O.[OH-].[Na+]. The catalyst is O1CCCC1. The product is [CH:7]1([CH:11]2[CH2:9][CH2:9][CH2:8][CH2:7][CH2:11]2)[CH2:11][CH2:7][CH2:8][CH2:9][CH2:8]1. The yield is 0.800. (5) The reactants are [CH3:1][O:2][C:3]1[CH:8]=[CH:7][C:6]([N+:9]([O-:11])=[O:10])=[CH:5][C:4]=1[OH:12].C([O-])([O-])=O.[K+].[K+].[CH2:19](Br)[C:20]1[CH:25]=[CH:24][CH:23]=[CH:22][CH:21]=1.O. The catalyst is CN(C=O)C. The product is [CH2:19]([O:12][C:4]1[CH:5]=[C:6]([N+:9]([O-:11])=[O:10])[CH:7]=[CH:8][C:3]=1[O:2][CH3:1])[C:20]1[CH:25]=[CH:24][CH:23]=[CH:22][CH:21]=1. The yield is 0.970. (6) The reactants are [Cl-].O[NH3+:3].[C:4](=[O:7])([O-])[OH:5].[Na+].CS(C)=O.[CH2:13]([C:17]1[N:18]=[C:19]([CH3:46])[N:20]([CH2:39][CH:40]2[CH2:45][CH2:44][CH2:43][CH2:42][O:41]2)[C:21](=[O:38])[C:22]=1[CH2:23][C:24]1[CH:29]=[CH:28][C:27]([C:30]2[C:31]([C:36]#[N:37])=[CH:32][CH:33]=[CH:34][CH:35]=2)=[CH:26][CH:25]=1)[CH2:14][CH2:15][CH3:16]. The catalyst is C(OCC)(=O)C. The product is [CH2:13]([C:17]1[N:18]=[C:19]([CH3:46])[N:20]([CH2:39][CH:40]2[CH2:45][CH2:44][CH2:43][CH2:42][O:41]2)[C:21](=[O:38])[C:22]=1[CH2:23][C:24]1[CH:25]=[CH:26][C:27]([C:30]2[CH:35]=[CH:34][CH:33]=[CH:32][C:31]=2[C:36]2[NH:3][C:4](=[O:7])[O:5][N:37]=2)=[CH:28][CH:29]=1)[CH2:14][CH2:15][CH3:16]. The yield is 0.330.